Dataset: Forward reaction prediction with 1.9M reactions from USPTO patents (1976-2016). Task: Predict the product of the given reaction. (1) Given the reactants Br[C:2]1[CH:7]=[CH:6][C:5]([C:8](=[C:17]2[CH2:22][C:21]([CH3:24])([CH3:23])[O:20][C:19]([CH3:26])([CH3:25])[CH2:18]2)[C:9]2[CH:14]=[CH:13][C:12]([OH:15])=[C:11]([F:16])[CH:10]=2)=[CH:4][CH:3]=1.[C:27]([O:31][CH2:32][CH3:33])(=[O:30])[CH:28]=[CH2:29].CCN(CC)CC.CN(C=O)C, predict the reaction product. The product is: [F:16][C:11]1[CH:10]=[C:9]([C:8](=[C:17]2[CH2:18][C:19]([CH3:26])([CH3:25])[O:20][C:21]([CH3:23])([CH3:24])[CH2:22]2)[C:5]2[CH:4]=[CH:3][C:2](/[CH:29]=[CH:28]/[C:27]([O:31][CH2:32][CH3:33])=[O:30])=[CH:7][CH:6]=2)[CH:14]=[CH:13][C:12]=1[OH:15]. (2) Given the reactants Cl[C:2]1[CH:9]=[CH:8][C:5]([C:6]#[N:7])=[CH:4][N:3]=1.FC(F)(F)C(O)=O.[NH2:17][CH2:18][CH2:19][CH2:20][O:21][C:22]1[CH:23]=[C:24]2[C:28](=[CH:29][CH:30]=1)[C@H:27]([CH2:31][C:32]([O:34][CH2:35][CH3:36])=[O:33])[CH2:26][CH2:25]2, predict the reaction product. The product is: [C:6]([C:5]1[CH:8]=[CH:9][C:2]([NH:17][CH2:18][CH2:19][CH2:20][O:21][C:22]2[CH:23]=[C:24]3[C:28](=[CH:29][CH:30]=2)[C@H:27]([CH2:31][C:32]([O:34][CH2:35][CH3:36])=[O:33])[CH2:26][CH2:25]3)=[N:3][CH:4]=1)#[N:7]. (3) The product is: [OH:1][C:2]1[CH:9]=[C:8]([O:10][CH:13]2[CH2:14][CH2:15][CH2:16][CH2:17][O:12]2)[CH:7]=[C:6]([CH3:11])[C:3]=1[CH:4]=[O:5]. Given the reactants [OH:1][C:2]1[CH:9]=[C:8]([OH:10])[CH:7]=[C:6]([CH3:11])[C:3]=1[CH:4]=[O:5].[O:12]1[CH:17]=[CH:16][CH2:15][CH2:14][CH2:13]1.C1(C)C=CC(S([O-])(=O)=O)=CC=1.[NH+]1C=CC=CC=1, predict the reaction product. (4) Given the reactants [CH2:1]([O:8][C:9]1[CH:14]=[CH:13][C:12]([C:15]2[C:16]([OH:24])=[CH:17][CH:18]=[CH:19][C:20]=2[N+:21]([O-:23])=[O:22])=[CH:11][CH:10]=1)[C:2]1[CH:7]=[CH:6][CH:5]=[CH:4][CH:3]=1.[F:25][C:26]([F:39])([F:38])[S:27](O[S:27]([C:26]([F:39])([F:38])[F:25])(=[O:29])=[O:28])(=[O:29])=[O:28], predict the reaction product. The product is: [F:25][C:26]([F:39])([F:38])[S:27]([O:24][C:16]1[CH:17]=[CH:18][CH:19]=[C:20]([N+:21]([O-:23])=[O:22])[C:15]=1[C:12]1[CH:11]=[CH:10][C:9]([O:8][CH2:1][C:2]2[CH:7]=[CH:6][CH:5]=[CH:4][CH:3]=2)=[CH:14][CH:13]=1)(=[O:29])=[O:28]. (5) Given the reactants Cl[C:2]1[C:3]2[C:4](=[CH:13][N:14](CC3C=CC(OC)=CC=3)[N:15]=2)[N:5]=[C:6]([C:8]2[S:9][CH:10]=[CH:11][CH:12]=2)[N:7]=1.[CH3:25][C:26]1[NH:30][C:29]2[CH:31]=[CH:32][C:33]([NH2:35])=[CH:34][C:28]=2[N:27]=1.Cl, predict the reaction product. The product is: [CH3:25][C:26]1[NH:30][C:29]2[CH:31]=[CH:32][C:33]([NH:35][C:2]3[C:3]4[NH:15][N:14]=[CH:13][C:4]=4[N:5]=[C:6]([C:8]4[S:9][CH:10]=[CH:11][CH:12]=4)[N:7]=3)=[CH:34][C:28]=2[N:27]=1. (6) Given the reactants [ClH:1].C(OCC)C.[CH2:7]1[O:36][C:35]2[CH:34]=[CH:33][C:11]([CH2:12][CH2:13][N:14]([CH2:16][CH2:17][N:18]3[C:24]4[CH:25]=[CH:26][CH:27]=[CH:28][C:23]=4[CH2:22][O:21][C:20]4[CH:29]=[CH:30][CH:31]=[CH:32][C:19]3=4)[CH3:15])=[CH:10][C:9]=2[O:8]1, predict the reaction product. The product is: [ClH:1].[CH3:15][N:14]([CH2:16][CH2:17][N:18]1[C:24]2[CH:25]=[CH:26][CH:27]=[CH:28][C:23]=2[CH2:22][O:21][C:20]2[CH:29]=[CH:30][CH:31]=[CH:32][C:19]1=2)[CH2:13][CH2:12][C:11]1[CH:33]=[CH:34][C:35]2[O:36][CH2:7][O:8][C:9]=2[CH:10]=1. (7) Given the reactants [CH3:1]OP(C(=[N+]=[N-])C(=O)C)(=O)OC.[C:13]([N:20]1[CH2:26][CH2:25][CH2:24][C@H:21]1[CH:22]=O)([O:15][C:16]([CH3:19])([CH3:18])[CH3:17])=[O:14].C([O-])([O-])=O.[K+].[K+], predict the reaction product. The product is: [C:16]([O:15][C:13]([N:20]1[CH2:26][CH2:25][CH2:24][C@H:21]1[C:22]#[CH:1])=[O:14])([CH3:19])([CH3:18])[CH3:17]. (8) Given the reactants [Cl:1][C:2]1[CH:3]=[C:4]([CH:8]([C:32]2[CH:37]=[CH:36][CH:35]=[C:34]([Cl:38])[CH:33]=2)[C:9]2[S:13][C:12]([C:14]([NH:16][C@@H:17]([CH2:21][CH2:22][CH2:23][NH:24]C(OC(C)(C)C)=O)[C:18]([OH:20])=[O:19])=[O:15])=[CH:11][CH:10]=2)[CH:5]=[CH:6][CH:7]=1.[C:39]([OH:45])([C:41]([F:44])([F:43])[F:42])=[O:40].C([SiH](CC)CC)C, predict the reaction product. The product is: [NH2:24][CH2:23][CH2:22][CH2:21][C@H:17]([NH:16][C:14]([C:12]1[S:13][C:9]([CH:8]([C:4]2[CH:5]=[CH:6][CH:7]=[C:2]([Cl:1])[CH:3]=2)[C:32]2[CH:37]=[CH:36][CH:35]=[C:34]([Cl:38])[CH:33]=2)=[CH:10][CH:11]=1)=[O:15])[C:18]([OH:20])=[O:19].[C:39]([OH:45])([C:41]([F:44])([F:43])[F:42])=[O:40]. (9) Given the reactants [CH3:1][C:2]1[CH:3]=[N+:4]([O-])[CH:5]=[CH:6][C:7]=1[CH3:8].[CH3:10][N:11](C)C(Cl)=O.C[Si](C#N)(C)C, predict the reaction product. The product is: [C:10]([C:5]1[N:4]=[CH:3][C:2]([CH3:1])=[C:7]([CH3:8])[CH:6]=1)#[N:11].